From a dataset of Full USPTO retrosynthesis dataset with 1.9M reactions from patents (1976-2016). Predict the reactants needed to synthesize the given product. Given the product [CH:9]1([CH2:12][CH2:13][NH:14][C:15]([C:17]2[N:18]=[N:19][C:20]([N:23]3[CH2:28][CH2:27][N:26]([C:6]([N:1]4[CH2:5][CH2:4][CH2:3][CH2:2]4)=[O:7])[CH2:25][CH2:24]3)=[CH:21][CH:22]=2)=[O:16])[CH2:11][CH2:10]1, predict the reactants needed to synthesize it. The reactants are: [N:1]1([C:6](Cl)=[O:7])[CH2:5][CH2:4][CH2:3][CH2:2]1.[CH:9]1([CH2:12][CH2:13][NH:14][C:15]([C:17]2[N:18]=[N:19][C:20]([N:23]3[CH2:28][CH2:27][NH:26][CH2:25][CH2:24]3)=[CH:21][CH:22]=2)=[O:16])[CH2:11][CH2:10]1.